This data is from Forward reaction prediction with 1.9M reactions from USPTO patents (1976-2016). The task is: Predict the product of the given reaction. (1) Given the reactants NC[CH2:3][N:4]([S:28]([CH3:31])(=[O:30])=[O:29])[C:5]1[C:6]([CH:25]2[CH2:27][CH2:26]2)=[CH:7][C:8]2[C:12]([CH:13]=1)=[N:11][N:10]([C:14]1[CH:19]=[CH:18][C:17]([Br:20])=[CH:16][CH:15]=1)[C:9]=2[C:21]([NH:23][CH3:24])=[O:22].[C@@H:32]1([C:40]([OH:42])=[O:41])[CH2:36][CH2:35][CH2:34][C@@H:33]1[C:37]([OH:39])=O.[N:43]1C=CC=[CH:45][CH:44]=1, predict the reaction product. The product is: [Br:20][C:17]1[CH:18]=[CH:19][C:14]([N:10]2[C:9]([C:21](=[O:22])[NH:23][CH3:24])=[C:8]3[C:12]([CH:13]=[C:5]([N:4]([S:28]([CH3:31])(=[O:30])=[O:29])[CH2:3][CH2:45][CH2:44][NH:43][C:37]([C@H:33]4[CH2:34][CH2:35][CH2:36][C@H:32]4[C:40]([OH:42])=[O:41])=[O:39])[C:6]([CH:25]4[CH2:27][CH2:26]4)=[CH:7]3)=[N:11]2)=[CH:15][CH:16]=1. (2) Given the reactants [H-].[Na+].[CH2:3]1[O:19][C:6]2([C:15]3[C:9]4[C:10](=[CH:16][NH:17][CH2:18][C:8]=4[CH2:7]2)[CH:11]=[CH:12][O:13][CH:14]=3)[O:5][CH2:4]1.[C:20]1([S:26](Cl)(=[O:28])=[O:27])[CH:25]=[CH:24][CH:23]=[CH:22][CH:21]=1, predict the reaction product. The product is: [CH2:4]1[O:5][C:6]2([C:15]3[C:9]4[C:10](=[CH:16][N:17]([S:26]([C:20]5[CH:25]=[CH:24][CH:23]=[CH:22][CH:21]=5)(=[O:28])=[O:27])[CH2:18][C:8]=4[CH2:7]2)[CH:11]=[CH:12][O:13][CH:14]=3)[O:19][CH2:3]1.